Task: Predict which catalyst facilitates the given reaction.. Dataset: Catalyst prediction with 721,799 reactions and 888 catalyst types from USPTO (1) Reactant: [H-].[Na+].[CH2:3]([O:5][C:6]([C:8]1[CH:17]=[C:11]2[C:12](=[O:16])[NH:13][CH2:14][CH2:15][N:10]2[N:9]=1)=[O:7])[CH3:4].Br[CH2:19][CH:20]1[CH2:22][CH2:21]1. Product: [CH2:3]([O:5][C:6]([C:8]1[CH:17]=[C:11]2[C:12](=[O:16])[N:13]([CH2:19][CH:20]3[CH2:22][CH2:21]3)[CH2:14][CH2:15][N:10]2[N:9]=1)=[O:7])[CH3:4]. The catalyst class is: 18. (2) Product: [S:12]([N:1]1[C:9]2[C:4](=[CH:5][CH:6]=[CH:7][CH:8]=2)[C:3]([CH:10]=[O:11])=[CH:2]1)([C:15]1[CH:21]=[CH:20][C:18]([CH3:19])=[CH:17][CH:16]=1)(=[O:14])=[O:13]. The catalyst class is: 2. Reactant: [NH:1]1[C:9]2[C:4](=[CH:5][CH:6]=[CH:7][CH:8]=2)[C:3]([CH:10]=[O:11])=[CH:2]1.[S:12](Cl)([C:15]1[CH:21]=[CH:20][C:18]([CH3:19])=[CH:17][CH:16]=1)(=[O:14])=[O:13].C(N(C(C)C)CC)(C)C.C(=O)([O-])O.[Na+]. (3) Reactant: Cl.[Cl:2][C:3]1[CH:8]=[CH:7][C:6]([C@H:9]([NH:12][S@@](C(C)(C)C)=O)[CH2:10][CH3:11])=[C:5]([F:19])[C:4]=1[O:20][C:21]1[CH:26]=[CH:25][CH:24]=[CH:23][CH:22]=1. Product: [ClH:2].[Cl:2][C:3]1[CH:8]=[CH:7][C:6]([C@H:9]([NH2:12])[CH2:10][CH3:11])=[C:5]([F:19])[C:4]=1[O:20][C:21]1[CH:22]=[CH:23][CH:24]=[CH:25][CH:26]=1. The catalyst class is: 169. (4) Reactant: [NH2:1][C:2]1[CH:3]=[C:4]([C:8](=[O:10])[CH3:9])[CH:5]=[CH:6][CH:7]=1.[CH2:11]([N:13]([CH2:16]C)[CH2:14]C)[CH3:12].C1C[O:21]CC1. Product: [C:8]([C:4]1[CH:3]=[C:2]([NH:1][C:12](=[O:21])[CH2:11][N:13]([CH3:16])[CH3:14])[CH:7]=[CH:6][CH:5]=1)(=[O:10])[CH3:9]. The catalyst class is: 8. (5) Reactant: [O:1]=[O+][O-].[C:4]([O:8][C:9]([NH:11][C@H:12]1[CH2:16][C:15](=C)[CH2:14][C@H:13]1[C:18]([OH:20])=[O:19])=[O:10])([CH3:7])([CH3:6])[CH3:5].CSC. Product: [C:4]([O:8][C:9]([NH:11][C@H:12]1[CH2:16][C:15](=[O:1])[CH2:14][C@H:13]1[C:18]([OH:20])=[O:19])=[O:10])([CH3:7])([CH3:6])[CH3:5]. The catalyst class is: 5. (6) Reactant: [CH2:1]([O:3][C:4](=[O:19])[C:5]1[CH:10]=[CH:9][C:8]([N:11]=[CH:12][C:13]2[CH:14]=[N:15][CH:16]=[CH:17][CH:18]=2)=[CH:7][CH:6]=1)[CH3:2].O.[O-]S(C(F)(F)F)(=O)=O.[Yb+3].[O-]S(C(F)(F)F)(=O)=O.[O-]S(C(F)(F)F)(=O)=O.[CH:46](=[O:50])[CH:47]([CH3:49])[CH3:48].O. Product: [CH2:1]([O:3][C:4]([C:5]1[CH:10]=[C:9]2[C:8](=[CH:7][CH:6]=1)[NH:11][CH:12]([C:13]1[CH:14]=[N:15][CH:16]=[CH:17][CH:18]=1)[C:47]([CH3:49])([CH3:48])[CH:46]2[OH:50])=[O:19])[CH3:2]. The catalyst class is: 7. (7) Reactant: [C:1]([O:5][C:6](=[O:20])[NH:7][CH2:8][CH2:9][C:10]1[CH:19]=[C:18]2[C:13]([CH2:14][CH2:15][CH2:16][NH:17]2)=[CH:12][CH:11]=1)([CH3:4])([CH3:3])[CH3:2].C(=O)([O-])[O-].[Ca+2].[I:26](Cl)(=O)=O.I(Cl)(=O)=O.C([N+](C)(C)C)C1C=CC=CC=1. Product: [C:1]([O:5][C:6](=[O:20])[NH:7][CH2:8][CH2:9][C:10]1[CH:19]=[C:18]2[C:13]([CH2:14][CH2:15][CH2:16][NH:17]2)=[CH:12][C:11]=1[I:26])([CH3:4])([CH3:2])[CH3:3]. The catalyst class is: 98.